From a dataset of Forward reaction prediction with 1.9M reactions from USPTO patents (1976-2016). Predict the product of the given reaction. (1) Given the reactants [C:1]([C:4]1[C:5]([O:18][CH3:19])=[C:6]([N:12]2[CH2:16][CH2:15][CH2:14][C:13]2=[O:17])[C:7]([CH3:11])=[C:8]([Cl:10])[CH:9]=1)(=O)[CH3:2].C([O-])(=O)C.[NH4+].C([BH3-])#[N:26].[Na+], predict the reaction product. The product is: [NH2:26][CH:1]([C:4]1[C:5]([O:18][CH3:19])=[C:6]([N:12]2[CH2:16][CH2:15][CH2:14][C:13]2=[O:17])[C:7]([CH3:11])=[C:8]([Cl:10])[CH:9]=1)[CH3:2]. (2) The product is: [OH:30][C:26]([C:22]1[O:21][CH:25]=[CH:24][N:23]=1)([CH3:27])[C:28]#[C:29][C:2]1[CH:3]=[C:4]([N:8]2[C:16]3[C:11](=[CH:12][CH:13]=[CH:14][CH:15]=3)[C:10]([C:17]([O:19][CH3:20])=[O:18])=[N:9]2)[CH:5]=[CH:6][CH:7]=1. Given the reactants I[C:2]1[CH:3]=[C:4]([N:8]2[C:16]3[C:11](=[CH:12][CH:13]=[CH:14][CH:15]=3)[C:10]([C:17]([O:19][CH3:20])=[O:18])=[N:9]2)[CH:5]=[CH:6][CH:7]=1.[O:21]1[CH:25]=[CH:24][N:23]=[C:22]1[C:26]([OH:30])([C:28]#[CH:29])[CH3:27], predict the reaction product. (3) Given the reactants C[C:2]1[CH:7]=[CH:6]C(S(O)(=O)=O)=[CH:4][CH:3]=1.[C:12]([O:15][C:16]1[CH:21]=[CH:20][C:19]([NH:22][NH2:23])=[C:18]([OH:24])[CH:17]=1)(=[O:14])[CH3:13].C(OC1C=CC(N)=C(O)C=1)(=O)C.C(CC(=O)C)(=O)C, predict the reaction product. The product is: [C:12]([O:15][C:16]1[CH:21]=[CH:20][C:19]([N:22]2[C:7]([CH3:6])=[CH:2][C:3]([CH3:4])=[N:23]2)=[C:18]([OH:24])[CH:17]=1)(=[O:14])[CH3:13]. (4) Given the reactants Br[C:2]1[CH:3]=[N:4][CH:5]=[CH:6][CH:7]=1.C(O[Na])(C)(C)C.[Cl-].C(C1C=CC=C(C(C)C)C=1[N+]1CCN(C2C(C(C)C)=CC=CC=2C(C)C)C=1)(C)C.[C:44]([O:48][C:49](=[O:57])[C:50]1[CH:55]=[CH:54][CH:53]=[C:52]([NH2:56])[CH:51]=1)([CH3:47])([CH3:46])[CH3:45], predict the reaction product. The product is: [C:44]([O:48][C:49](=[O:57])[C:50]1[CH:55]=[CH:54][CH:53]=[C:52]([NH:56][C:5]2[CH:6]=[CH:7][CH:2]=[CH:3][N:4]=2)[CH:51]=1)([CH3:47])([CH3:45])[CH3:46]. (5) Given the reactants [Cl:1][C:2]1[C:7]([CH3:8])=[CH:6][C:5]([C@H:9]([NH:14][S@@](C(C)(C)C)=O)[C:10]([F:13])([F:12])[F:11])=[CH:4][C:3]=1[CH3:21].Cl, predict the reaction product. The product is: [Cl:1][C:2]1[C:7]([CH3:8])=[CH:6][C:5]([C@H:9]([NH2:14])[C:10]([F:12])([F:13])[F:11])=[CH:4][C:3]=1[CH3:21]. (6) Given the reactants [N+:1]([C:4]1[CH:5]=[C:6]([CH:16]=[CH:17][CH:18]=1)[C:7]([NH:9][C:10]1[CH:15]=[CH:14][CH:13]=[CH:12][CH:11]=1)=[O:8])([O-])=O, predict the reaction product. The product is: [NH2:1][C:4]1[CH:5]=[C:6]([CH:16]=[CH:17][CH:18]=1)[C:7]([NH:9][C:10]1[CH:15]=[CH:14][CH:13]=[CH:12][CH:11]=1)=[O:8]. (7) Given the reactants [CH2:1]([O:8][C:9]([C@@H:11]1[CH2:16][CH2:15][C:14](=[N:17][O:18][CH2:19][C:20]2[CH:25]=[CH:24][CH:23]=[CH:22][CH:21]=2)[CH2:13][NH:12]1)=[O:10])[C:2]1[CH:7]=[CH:6][CH:5]=[CH:4][CH:3]=1.S(=O)(=O)(O)O.[BH4-].[Na+], predict the reaction product. The product is: [CH2:1]([O:8][C:9]([C@@H:11]1[CH2:16][CH2:15][C@@H:14]([NH:17][O:18][CH2:19][C:20]2[CH:25]=[CH:24][CH:23]=[CH:22][CH:21]=2)[CH2:13][NH:12]1)=[O:10])[C:2]1[CH:3]=[CH:4][CH:5]=[CH:6][CH:7]=1. (8) Given the reactants [C:1]([C:4]1[CH:11]=[CH:10][C:7]([C:8]#[N:9])=[CH:6][CH:5]=1)(=O)[CH3:2].C([O-])=O.[NH4+:15].C(O)(=O)C, predict the reaction product. The product is: [NH2:15][CH:1]([C:4]1[CH:11]=[CH:10][C:7]([C:8]#[N:9])=[CH:6][CH:5]=1)[CH3:2]. (9) Given the reactants [CH3:1][C@H:2]([CH2:8][CH2:9][CH3:10])[CH2:3][CH2:4][C:5]([OH:7])=O.C(N(CC)CC)C.[CH3:18][C:19]([CH3:24])(C)[C:20](Cl)=[O:21].[Li+].[Cl-].[O:27]1[CH2:31][CH2:30][NH:29][C:28]1=O.[CH2:33]1[CH2:37]OC[CH2:34]1, predict the reaction product. The product is: [CH3:31][C@@H:30]1[C@H:20]([C:19]2[CH:24]=[CH:37][CH:33]=[CH:34][CH:18]=2)[O:21][C:28](=[O:27])[N:29]1[C:5](=[O:7])[CH2:4][CH2:3][C@H:2]([CH3:1])[CH2:8][CH2:9][CH3:10].